From a dataset of Catalyst prediction with 721,799 reactions and 888 catalyst types from USPTO. Predict which catalyst facilitates the given reaction. (1) Reactant: [CH3:1][N:2]1[C:10]([CH2:11][CH2:12][CH2:13][C:14]([OH:16])=[O:15])=[N:9][C:8]2[CH:7]=[C:6]([N:17]([CH2:21][CH2:22][Cl:23])[CH2:18][CH2:19][Cl:20])[CH:5]=[CH:4][C:3]1=2.Cl.[CH2:25](O)[CH2:26][CH2:27][CH2:28][CH2:29][CH2:30][CH2:31][CH2:32][CH2:33][CH2:34][CH2:35][CH2:36][CH2:37][CH2:38][CH2:39][CH2:40][CH2:41][CH2:42][CH2:43][CH2:44][CH2:45][CH3:46].C1(N=C=NC2CCCCC2)CCCCC1. Product: [CH2:46]([O:15][C:14](=[O:16])[CH2:13][CH2:12][CH2:11][C:10]1[N:2]([CH3:1])[C:3]2[CH:4]=[CH:5][C:6]([N:17]([CH2:18][CH2:19][Cl:20])[CH2:21][CH2:22][Cl:23])=[CH:7][C:8]=2[N:9]=1)[CH2:45][CH2:44][CH2:43][CH2:42][CH2:41][CH2:40][CH2:39][CH2:38][CH2:37][CH2:36][CH2:35][CH2:34][CH2:33][CH2:32][CH2:31][CH2:30][CH2:29][CH2:28][CH2:27][CH2:26][CH3:25]. The catalyst class is: 4. (2) Reactant: [F:1][C:2]([F:29])([CH2:21][O:22][C:23]1[CH:28]=[CH:27][CH:26]=[CH:25][CH:24]=1)[CH2:3][CH2:4][C@@H:5]1[C@@H:12]2[C@@H:8]([O:9][C:10](=[O:13])[CH2:11]2)[CH2:7][C@H:6]1[O:14][CH:15]1[CH2:20][CH2:19][CH2:18][CH2:17][O:16]1.CC(C[AlH]CC(C)C)C.C(OCC)(=O)C. Product: [F:29][C:2]([F:1])([CH2:21][O:22][C:23]1[CH:24]=[CH:25][CH:26]=[CH:27][CH:28]=1)[CH2:3][CH2:4][C@@H:5]1[C@@H:12]2[C@@H:8]([O:9][CH:10]([OH:13])[CH2:11]2)[CH2:7][C@H:6]1[O:14][CH:15]1[CH2:20][CH2:19][CH2:18][CH2:17][O:16]1. The catalyst class is: 1. (3) Reactant: [CH3:1][N:2]1[CH:6]=[CH:5][N:4]=[C:3]1[CH:7]=O.[CH3:9][O:10][C:11](=[O:19])[C:12]1[CH:17]=[CH:16][C:15]([NH2:18])=[CH:14][CH:13]=1.C(O)(=O)C.C([BH3-])#N.[Na+]. Product: [CH3:1][N:2]1[CH:6]=[CH:5][N:4]=[C:3]1[CH2:7][NH:18][C:15]1[CH:14]=[CH:13][C:12]([C:11]([O:10][CH3:9])=[O:19])=[CH:17][CH:16]=1. The catalyst class is: 5. (4) Reactant: [C:1]([N:8]1[CH2:13][CH2:12][CH:11]([C:14]([OH:16])=O)[CH2:10][CH2:9]1)([O:3][C:4]([CH3:7])([CH3:6])[CH3:5])=[O:2].C(N(CC)CC)C.C(N1C=CN=C1)(N1C=CN=C1)=O.[C:36]1([S:42]([C:45]2[CH:46]=[CH:47][C:48]([C:61]([F:64])([F:63])[F:62])=[C:49]([S:51]([NH:54][CH:55]3[CH2:60][CH2:59][NH:58][CH2:57][CH2:56]3)(=[O:53])=[O:52])[CH:50]=2)(=[O:44])=[O:43])[CH:41]=[CH:40][CH:39]=[CH:38][CH:37]=1. The catalyst class is: 2. Product: [C:36]1([S:42]([C:45]2[CH:46]=[CH:47][C:48]([C:61]([F:63])([F:64])[F:62])=[C:49]([S:51]([NH:54][CH:55]3[CH2:60][CH2:59][N:58]([C:14]([CH:11]4[CH2:10][CH2:9][N:8]([C:1]([O:3][C:4]([CH3:5])([CH3:6])[CH3:7])=[O:2])[CH2:13][CH2:12]4)=[O:16])[CH2:57][CH2:56]3)(=[O:53])=[O:52])[CH:50]=2)(=[O:44])=[O:43])[CH:37]=[CH:38][CH:39]=[CH:40][CH:41]=1. (5) Reactant: [Cl:1][C:2]1[CH:3]=[N:4][CH:5]=[C:6]([OH:8])[CH:7]=1.C(=O)([O-])[O-].[K+].[K+].Br[CH:16]([CH2:26][O:27][CH3:28])[C:17]([NH:19][C:20]([CH3:25])([CH3:24])[C:21]#[C:22][CH3:23])=[O:18].O. The catalyst class is: 483. Product: [Cl:1][C:2]1[CH:7]=[C:6]([O:8][CH:16]([CH2:26][O:27][CH3:28])[C:17]([NH:19][C:20]([CH3:25])([CH3:24])[C:21]#[C:22][CH3:23])=[O:18])[CH:5]=[N:4][CH:3]=1. (6) Reactant: [CH3:1][C@H:2]1[C@@H:4]([CH3:5])[O:3]1.CCOCC.[Mg+2].[Br-].[Br-].[C:14]1([C@@H:20]([NH2:22])[CH3:21])[CH:19]=[CH:18][CH:17]=[CH:16][CH:15]=1.[Cl-].[NH4+]. Product: [C:14]1([CH:20]([NH:22][CH:4]([CH3:5])[CH:2]([OH:3])[CH3:1])[CH3:21])[CH:19]=[CH:18][CH:17]=[CH:16][CH:15]=1. The catalyst class is: 7. (7) Reactant: [Cl:1][C:2]1[CH:3]=[C:4]2[C:8](=[CH:9][CH:10]=1)[C:7](=[O:11])[CH:6](SC)[CH2:5]2.[S:14]([O:18]OS([O-])(=O)=O)(O)(=O)=[O:15].[K+].[CH2:25](O)C. Product: [Cl:1][C:2]1[CH:3]=[C:4]2[C:8](=[CH:9][CH:10]=1)[C:7](=[O:11])[CH:6]([S:14]([CH3:25])(=[O:18])=[O:15])[CH2:5]2. The catalyst class is: 6.